This data is from Catalyst prediction with 721,799 reactions and 888 catalyst types from USPTO. The task is: Predict which catalyst facilitates the given reaction. Reactant: [CH2:1]([N:8]([CH2:32][C:33]1[CH:38]=[CH:37][CH:36]=[CH:35][CH:34]=1)[CH:9]([CH:13]([O:21][C:22]1[CH:27]=[CH:26][C:25]([F:28])=[CH:24][C:23]=1[N+:29]([O-])=O)[CH2:14][C:15]1[CH:20]=[CH:19][CH:18]=[CH:17][CH:16]=1)[C:10]([OH:12])=[O:11])[C:2]1[CH:7]=[CH:6][CH:5]=[CH:4][CH:3]=1. Product: [NH2:29][C:23]1[CH:24]=[C:25]([F:28])[CH:26]=[CH:27][C:22]=1[O:21][CH:13]([CH2:14][C:15]1[CH:20]=[CH:19][CH:18]=[CH:17][CH:16]=1)[CH:9]([N:8]([CH2:32][C:33]1[CH:38]=[CH:37][CH:36]=[CH:35][CH:34]=1)[CH2:1][C:2]1[CH:7]=[CH:6][CH:5]=[CH:4][CH:3]=1)[C:10]([OH:12])=[O:11]. The catalyst class is: 94.